Dataset: Forward reaction prediction with 1.9M reactions from USPTO patents (1976-2016). Task: Predict the product of the given reaction. (1) The product is: [CH:1]1([NH:4][C:5](=[O:6])[NH:7][C:8]2[CH:13]=[CH:12][C:11]([O:14][C:15]3[CH:20]=[CH:19][N:18]=[C:17]4[CH:21]=[C:22]([C:24]5[N:25]=[CH:26][C:27]([CH2:30][N:31]6[CH2:32][CH2:33][N:34]([C:44]([O:45][CH2:46][CH2:47][O:48][CH2:49][CH2:50][O:51][CH2:52][CH2:53][O:54][CH3:55])=[O:56])[CH2:35][CH2:36]6)=[CH:28][CH:29]=5)[S:23][C:16]=34)=[C:10]([F:37])[CH:9]=2)[CH2:3][CH2:2]1. Given the reactants [CH:1]1([NH:4][C:5]([NH:7][C:8]2[CH:13]=[CH:12][C:11]([O:14][C:15]3[CH:20]=[CH:19][N:18]=[C:17]4[CH:21]=[C:22]([C:24]5[CH:29]=[CH:28][C:27]([CH2:30][N:31]6[CH2:36][CH2:35][NH:34][CH2:33][CH2:32]6)=[CH:26][N:25]=5)[S:23][C:16]=34)=[C:10]([F:37])[CH:9]=2)=[O:6])[CH2:3][CH2:2]1.N1C=CC=CC=1.[C:44](Cl)(=[O:56])[O:45][CH2:46][CH2:47][O:48][CH2:49][CH2:50][O:51][CH2:52][CH2:53][O:54][CH3:55], predict the reaction product. (2) Given the reactants Br[C:2]1[CH:7]=[CH:6][C:5]([C:8]([F:11])([F:10])[F:9])=[CH:4][CH:3]=1.[C:12]([O:16][C:17]([NH:19][C@H:20]([C:22](N(OC)C)=[O:23])[CH3:21])=[O:18])([CH3:15])([CH3:14])[CH3:13], predict the reaction product. The product is: [C:12]([O:16][C:17](=[O:18])[NH:19][C@@H:20]([CH3:21])[C:22](=[O:23])[C:2]1[CH:7]=[CH:6][C:5]([C:8]([F:11])([F:10])[F:9])=[CH:4][CH:3]=1)([CH3:15])([CH3:13])[CH3:14]. (3) Given the reactants [Br:1][C:2]1[C:14](=[O:15])[N:13]([CH:16]2[CH2:20][CH2:19][CH2:18][CH2:17]2)[C:5]2[N:6]=[C:7](S(C)=O)[N:8]=[CH:9][C:4]=2[C:3]=1[CH3:21].[C:22]([O:26][C:27]([N:29]1[CH2:34][CH2:33][N:32](C2C=NC(N)=CC=2)[CH2:31][CH2:30]1)=[O:28])([CH3:25])([CH3:24])[CH3:23].CO.C(Cl)Cl, predict the reaction product. The product is: [C:22]([O:26][C:27]([N:29]1[CH2:30][CH2:31][NH:32][CH2:33][CH:34]1[C:2]1[CH:14]=[N:13][C:5]([NH:6][C:7]2[N:8]=[CH:9][C:4]3[C:3]([CH3:21])=[C:2]([Br:1])[C:14](=[O:15])[N:13]([CH:16]4[CH2:20][CH2:19][CH2:18][CH2:17]4)[C:5]=3[N:6]=2)=[CH:4][CH:3]=1)=[O:28])([CH3:23])([CH3:24])[CH3:25]. (4) Given the reactants [Cl:1][C:2]1[CH:3]=[C:4]([CH:8]=[C:9]([Cl:27])[C:10]=1[C:11]([N:13]1[C:21]2[CH:20]=[CH:19][N:18]=[C:17]([C:22]([CH:24]3[CH2:26][CH2:25]3)=[O:23])[C:16]=2[CH:15]=[CH:14]1)=[O:12])[C:5]([OH:7])=O.C(N=C=NCCCN(C)C)C.ON1C2C=CC=CC=2N=N1.[C:49]([O:53][C:54](=[O:59])[NH:55][CH2:56][CH2:57][NH2:58])([CH3:52])([CH3:51])[CH3:50].C(=O)(O)[O-].[Na+], predict the reaction product. The product is: [Cl:1][C:2]1[CH:3]=[C:4]([CH:8]=[C:9]([Cl:27])[C:10]=1[C:11]([N:13]1[C:21]2[CH:20]=[CH:19][N:18]=[C:17]([C:22]([CH:24]3[CH2:25][CH2:26]3)=[O:23])[C:16]=2[CH:15]=[CH:14]1)=[O:12])[C:5]([NH:58][CH2:57][CH2:56][NH:55][C:54](=[O:59])[O:53][C:49]([CH3:51])([CH3:50])[CH3:52])=[O:7]. (5) Given the reactants [CH2:1](N(CC)CC)[CH3:2].[CH3:8][O:9][C:10]1[CH:11]=[C:12]2[C:17](=[C:18]3[CH2:22][C:21]([CH3:24])([CH3:23])[O:20][C:19]=13)[C:16]([C:25]1[CH:26]=[C:27]([NH2:31])[CH:28]=[CH:29][CH:30]=1)=[N:15][C:14]([CH3:33])([CH3:32])[CH2:13]2.I/C=C\C(N)=O, predict the reaction product. The product is: [CH2:1]([NH:31][C:27]1[CH:28]=[CH:29][CH:30]=[C:25]([C:16]2[C:17]3[C:12](=[CH:11][C:10]([O:9][CH3:8])=[C:19]4[O:20][C:21]([CH3:24])([CH3:23])[CH2:22][C:18]4=3)[CH2:13][C:14]([CH3:33])([CH3:32])[N:15]=2)[CH:26]=1)[CH3:2]. (6) Given the reactants C1CC=CCC=1.C([O:14][C:15]1[CH:16]=[C:17]([NH:21][C:22]2[N:27]=[CH:26][C:25]([NH:28][C:29]3[CH:34]=[CH:33][C:32]([Cl:35])=[C:31]([Cl:36])[CH:30]=3)=[CH:24][N:23]=2)[CH:18]=[CH:19][CH:20]=1)C1C=CC=CC=1, predict the reaction product. The product is: [OH:14][C:15]1[CH:16]=[C:17]([NH:21][C:22]2[N:27]=[CH:26][C:25]([NH:28][C:29]3[CH:34]=[CH:33][C:32]([Cl:35])=[C:31]([Cl:36])[CH:30]=3)=[CH:24][N:23]=2)[CH:18]=[CH:19][CH:20]=1.